This data is from Experimentally validated miRNA-target interactions with 360,000+ pairs, plus equal number of negative samples. The task is: Binary Classification. Given a miRNA mature sequence and a target amino acid sequence, predict their likelihood of interaction. (1) The miRNA is hsa-miR-569 with sequence AGUUAAUGAAUCCUGGAAAGU. The protein sequence of the target gene is MPAMRGLLAPQNTFLDTIATRFDGTHSNFVLGNAQVAGLFPVVYCSDGFCDLTGFSRAEVMQRGCACSFLYGPDTSELVRQQIRKALDEHKEFKAELILYRKSGLPFWCLLDVIPIKNEKGEVALFLVSHKDISETKNRGGPDRWKETGGGRRRYGRARSKGFNANRRRSRAVLYHLSGHLQKQPKGKHKLNKGVFGEKPNLPEYKVAAIRKSPFILLHCGALRATWDGFILLATLYVAVTVPYSVCVSTAREPSAARGPPSVCDLAVEVLFILDIVLNFRTTFVSKSGQVVFAPKSICL.... Result: 0 (no interaction). (2) The miRNA is hsa-miR-5196-5p with sequence AGGGAAGGGGACGAGGGUUGGG. The protein sequence of the target gene is MDPAGAADPSVPPNPLTHLSLQDRSEMQLQSEADRRSLPGTWTRSSPEHTTILRGGVRRCLQQQCEQTVRILHAKVAQKSYGNEKRFFCPPPCVYLSGPGWRVKPGQDQAHQAGETGPTVCGYMGLDSASGSATETQKLNFEQQPDSREFGCAKTLYISDADKRKHFRLVLRLVLRGGRELGTFHSRLIKVISKPSQKKQSLKNTDLCISSGSKVSLFNRLRSQTVSTRYLSVEDGAFVASARQWAAFTLHLADGHSAQGDFPPREGYVRYGSLVQLVCTVTGITLPPMIIRKVAKQCAL.... Result: 1 (interaction). (3) Result: 1 (interaction). The miRNA is dme-miR-283-5p with sequence AAAUAUCAGCUGGUAAUUCUGG. The protein sequence of the target gene is MQYLNFPRMPNIMMFLEVAILCLWVVADASASSAKFGSTTPASAQQSDVELEPINGTLNYRLYAKKGRDDKPWFDGLDSRHIQCVRRARCYPTSNATNTCFGSKLPYELSSLDLTDFHTEKELNDKLNDYYALKHVPKCWAAIQPFLCAVFKPKCEKINGEDMVYLPSYEMCRITMEPCRILYNTTFFPKFLRCNETLFPTKCTNGARGMKFNGTGQCLSPLVPTDTSASYYPGIEGCGVRCKDPLYTDDEHRQIHKLIGWAGSICLLSNLFVVSTFFIDWKNANKYPAVIVFYINLCFL.... (4) The miRNA is hsa-miR-6516-5p with sequence UUUGCAGUAACAGGUGUGAGCA. The protein sequence of the target gene is MGLSRVRAVFFDLDNTLIDTAGASRRGMLEVIKLLQSKYHYKEEAEIICDKVQVKLSKECFHPYNTCITDLRTSHWEEAIQETKGGAANRKLAEECYFLWKSTRLQHMTLAEDVKAMLTELRKEVRLLLLTNGDRQTQREKIEACACQSYFDAVVVGGEQREEKPAPSIFYYCCNLLGVQPGDCVMVGDTLETDIQGGLNAGLKATVWINKNGIVPLKSSPVPHYMVSSVLELPALLQSIDCKVSMST. Result: 1 (interaction). (5) The miRNA is mmu-miR-1b-5p with sequence UACAUACUUCUUUACAUUCCA. The protein sequence of the target gene is MQTNEGEVEEESSSQVEQEDFVMEGHGKTPPPGEESKQEKEQEREEQLMEDKKRKKEDKKKKEATQKVTEQKTKVPEVTKPSLSQPTAASPIGSSPSPPVNGGNNAKRVAVPNGQPPSAARYMPREVPPRFRCQQDHKVLLKRGQPPPPSCMLLGGGAGPPPCTAPGANPNNNAQVTGALLQSESGTAPESTLGGAAASNYANSTWGPGASSNSGASPNPIHIWDKVIVDGSDMEEWPCIASKDTESSSENTTDNNSASNPGSEKSSLPGSTTSNKGKGSQCQAASSGNECNLGVWKSDP.... Result: 1 (interaction). (6) Result: 0 (no interaction). The miRNA is hsa-miR-1237-3p with sequence UCCUUCUGCUCCGUCCCCCAG. The protein sequence of the target gene is MAHRKRQSTASSMLDHRARPGPIPHDQEPESEDTELPLESYVPTGLELGTLRPESPTPEEQECHNHSPDGDSSSDYVNNTSEEEDYDEGLPEEEEGVTYYIRYCPEDDSYLEGMDCNGEEYIAHGAHPVDTDECQEAVEDWTDSVGPHTHSHGAENSQEYPDGHLPIPEDDPTVLEVHDQEEDGHYCSSKESYQDYYPPETNGNTGGASPYRMRRGDGDLEEQEEDIDQIVAEIKMSLSMTSITSASEASPEHMPELDPGDSTEACPPSDTGHGPGRQEARPKSLNLPPEVKHPGDLQRG.... (7) The miRNA is hsa-miR-6734-3p with sequence CCCUUCCCUCACUCUUCUCUCAG. The protein sequence of the target gene is MMVESASETIRSAPSGQNGVGSLSAQADGGGGAGTAGTAPAAGRDASGREAASGGADSNGEMSPAELLHFQQQQALQVARQFLLQQASSLNSPGNNDSKQSASAVQVPVSVAMMSQQMLTPQQMQQILSPPQLQALLQQQQALMLQQLQEYYKKQQEQLHLQLLTQQQAGKQQPKEALGNKQLAFQQQLLQMQQLQQQHLLNLQRQGLVSLQPSQASGPLQALPQAVCPTDLPQLWKGEGAPGQPAEDSGRQEGLDLASTAVTATSFASPPKVSPPLSHHPLPNGQPTVLTSRRDSSSHE.... Result: 0 (no interaction).